This data is from Forward reaction prediction with 1.9M reactions from USPTO patents (1976-2016). The task is: Predict the product of the given reaction. (1) Given the reactants [NH2:1][C:2]1[N:9]=[CH:8][CH:7]=[CH:6][C:3]=1[CH:4]=O.[OH-].[K+].O1CCO[CH2:14][CH2:13]1, predict the reaction product. The product is: [N:9]1[C:2]2[C:3](=[CH:4][CH:13]=[CH:14][N:1]=2)[CH:6]=[CH:7][CH:8]=1. (2) The product is: [OH:9][CH2:8][C:6]1[N:7]=[C:2]([N:7]2[CH2:6][CH2:5][CH2:4][C:10]2=[O:13])[CH:3]=[CH:4][CH:5]=1. Given the reactants Br[C:2]1[N:7]=[C:6]([CH2:8][OH:9])[CH:5]=[CH:4][CH:3]=1.[C:10](=[O:13])([O-])[O-].[K+].[K+], predict the reaction product.